Predict the product of the given reaction. From a dataset of Forward reaction prediction with 1.9M reactions from USPTO patents (1976-2016). (1) The product is: [O-2:11].[Ca+2:3].[NH2:4][C@H:5]([C:10]([OH:12])=[O:11])[C@H:6]([CH2:8][CH3:9])[CH3:7]. Given the reactants O.[O-2].[Ca+2:3].[NH2:4][C@H:5]([C:10]([OH:12])=[O:11])[C@H:6]([CH2:8][CH3:9])[CH3:7], predict the reaction product. (2) Given the reactants [OH:1][C:2]1[C:15]2[C:14](=[O:16])[C:13]3[C:8](=[CH:9][CH:10]=[CH:11][CH:12]=3)[C:7](=[O:17])[C:6]=2[CH:5]=[C:4]([O:18][CH2:19][CH2:20][CH2:21]Br)[CH:3]=1.[CH2:23]([NH2:26])[CH2:24]C.[CH3:27]CO, predict the reaction product. The product is: [OH:1][C:2]1[C:15]2[C:14](=[O:16])[C:13]3[C:8](=[CH:9][CH:10]=[CH:11][CH:12]=3)[C:7](=[O:17])[C:6]=2[CH:5]=[C:4]([O:18][CH2:19][CH2:20][CH2:21][NH:26][CH:23]([CH3:24])[CH3:27])[CH:3]=1. (3) Given the reactants [Cl:1][C:2]1[CH:3]=[C:4]([C:9]2[N:10]3[CH2:18][CH2:17][N:16]=[C:11]3[S:12][C:13]=2[CH:14]=[O:15])[CH:5]=[CH:6][C:7]=1[Cl:8].[CH3:19][Mg]Br.C(OCC)C, predict the reaction product. The product is: [Cl:1][C:2]1[CH:3]=[C:4]([C:9]2[N:10]3[CH2:18][CH2:17][N:16]=[C:11]3[S:12][C:13]=2[CH:14]([OH:15])[CH3:19])[CH:5]=[CH:6][C:7]=1[Cl:8]. (4) Given the reactants [CH:1]1([CH2:4][O:5][C:6]2[CH:7]=[C:8]([C:16](=[O:18])[CH3:17])[CH:9]=[CH:10][C:11]=2[O:12][CH:13]([F:15])[F:14])[CH2:3][CH2:2]1.CO[CH:21](OC)[N:22]([CH3:24])[CH3:23], predict the reaction product. The product is: [CH:1]1([CH2:4][O:5][C:6]2[CH:7]=[C:8]([C:16](=[O:18])[CH:17]=[CH:21][N:22]([CH3:24])[CH3:23])[CH:9]=[CH:10][C:11]=2[O:12][CH:13]([F:15])[F:14])[CH2:3][CH2:2]1.